Dataset: Reaction yield outcomes from USPTO patents with 853,638 reactions. Task: Predict the reaction yield, written as a fraction of the theoretical maximum amount of product (1.0 means a 100% yield; for example, 0.34 means a 34% yield). (1) The reactants are [F:1][C:2]1[CH:7]=[CH:6][C:5]([O:8][CH2:9][CH2:10][CH3:11])=[C:4]([N+:12]([O-])=O)[CH:3]=1. The catalyst is [C].[Pd].C(O)C. The product is [F:1][C:2]1[CH:7]=[CH:6][C:5]([O:8][CH2:9][CH2:10][CH3:11])=[C:4]([CH:3]=1)[NH2:12]. The yield is 0.860. (2) The reactants are O[CH2:2][C:3]1[N:8]=[C:7]([NH:9][C:10](=[O:16])[O:11][C:12]([CH3:15])([CH3:14])[CH3:13])[CH:6]=[CH:5][CH:4]=1.N1C=CC=CC=1.O=S(Cl)[Cl:25]. The catalyst is C(Cl)Cl. The product is [Cl:25][CH2:2][C:3]1[N:8]=[C:7]([NH:9][C:10](=[O:16])[O:11][C:12]([CH3:15])([CH3:14])[CH3:13])[CH:6]=[CH:5][CH:4]=1. The yield is 0.500. (3) The reactants are [CH:1]([C:3]1[C:4]([NH:9]C(=O)C(C)(C)C)=[N:5][CH:6]=[CH:7][CH:8]=1)=[O:2].[OH-].[Na+].C(OCC)(=O)C. The catalyst is O1CCCC1. The product is [NH2:9][C:4]1[C:3]([CH2:1][OH:2])=[CH:8][CH:7]=[CH:6][N:5]=1. The yield is 0.530. (4) The reactants are [CH3:1][O:2][C:3]([C:5]1([CH2:20]I)[CH:9]([CH3:10])[C:8](=[O:11])[N:7]([C:12]2[C:17]([CH3:18])=[CH:16][CH:15]=[CH:14][C:13]=2[CH3:19])[CH2:6]1)=[O:4].[CH2:22]([NH:24][CH3:25])[CH3:23]. The catalyst is CC#N. The product is [CH3:1][O:2][C:3]([C:5]1([CH2:20][N:24]([CH2:22][CH3:23])[CH3:25])[CH:9]([CH3:10])[C:8](=[O:11])[N:7]([C:12]2[C:17]([CH3:18])=[CH:16][CH:15]=[CH:14][C:13]=2[CH3:19])[CH2:6]1)=[O:4]. The yield is 0.120. (5) The reactants are [P:1]([O:44]CC)([O:41]CC)([O:3][C:4]1[CH:9]=[C:8]([F:10])[CH:7]=[C:6]([C:11]2[C:19]3[C:14](=[N:15][CH:16]=[N:17][C:18]=3[NH2:20])[N:13]([CH2:21][C:22]3[N:23]([C:34]4[CH:39]=[CH:38][CH:37]=[CH:36][C:35]=4[CH3:40])[C:24](=[O:33])[C:25]4[C:30]([CH:31]=3)=[CH:29][CH:28]=[CH:27][C:26]=4[CH3:32])[N:12]=2)[CH:5]=1)=[O:2].C[Si](Br)(C)C. The catalyst is CC#N. The product is [P:1]([OH:41])([OH:44])([O:3][C:4]1[CH:9]=[C:8]([F:10])[CH:7]=[C:6]([C:11]2[C:19]3[C:14](=[N:15][CH:16]=[N:17][C:18]=3[NH2:20])[N:13]([CH2:21][C:22]3[N:23]([C:34]4[CH:39]=[CH:38][CH:37]=[CH:36][C:35]=4[CH3:40])[C:24](=[O:33])[C:25]4[C:30]([CH:31]=3)=[CH:29][CH:28]=[CH:27][C:26]=4[CH3:32])[N:12]=2)[CH:5]=1)=[O:2]. The yield is 0.910. (6) The reactants are [CH3:1][S:2]([N:5]1[C:13]2[C:8](=[CH:9][C:10]([C:14](=[O:22])[C:15]3[CH:20]=[CH:19][C:18]([Cl:21])=[CH:17][CH:16]=3)=[CH:11][CH:12]=2)[CH:7]([C:23]2[CH:28]=[CH:27][CH:26]=[C:25]([Cl:29])[CH:24]=2)[CH2:6]1)(=[O:4])=[O:3].ClC1C(=O)C(C#N)=C(C#N)C(=O)C=1Cl. The catalyst is O1CCOCC1. The product is [CH3:1][S:2]([N:5]1[C:13]2[C:8](=[CH:9][C:10]([C:14](=[O:22])[C:15]3[CH:16]=[CH:17][C:18]([Cl:21])=[CH:19][CH:20]=3)=[CH:11][CH:12]=2)[C:7]([C:23]2[CH:28]=[CH:27][CH:26]=[C:25]([Cl:29])[CH:24]=2)=[CH:6]1)(=[O:3])=[O:4]. The yield is 0.560. (7) The reactants are [O:1]1[C:5]2[CH:6]=[CH:7][CH:8]=[CH:9][C:4]=2[CH:3]=[C:2]1[C:10]1[N:14]2[N:15]=[C:16](Cl)[CH:17]=[CH:18][C:13]2=[N:12][CH:11]=1.Cl.[NH2:21][C@H:22]1[CH2:26][CH2:25][CH2:24][C@@H:23]1[OH:27].C(=O)([O-])O.[Na+]. The catalyst is C(O)CCC. The product is [O:1]1[C:5]2[CH:6]=[CH:7][CH:8]=[CH:9][C:4]=2[CH:3]=[C:2]1[C:10]1[N:14]2[N:15]=[C:16]([NH:21][C@H:22]3[CH2:26][CH2:25][CH2:24][C@@H:23]3[OH:27])[CH:17]=[CH:18][C:13]2=[N:12][CH:11]=1. The yield is 0.160. (8) The reactants are [OH:1][CH2:2][C:3]1[CH:12]=[CH:11][C:6]2[NH:7][C:8](=[O:10])[O:9][C:5]=2[CH:4]=1.N1C=CN=C1.[C:18]([Si:22](Cl)([C:29]1[CH:34]=[CH:33][CH:32]=[CH:31][CH:30]=1)[C:23]1[CH:28]=[CH:27][CH:26]=[CH:25][CH:24]=1)([CH3:21])([CH3:20])[CH3:19].O. The catalyst is CN(C=O)C.CCOCC.C(Cl)Cl. The product is [Si:22]([O:1][CH2:2][C:3]1[CH:12]=[CH:11][C:6]2[NH:7][C:8](=[O:10])[O:9][C:5]=2[CH:4]=1)([C:18]([CH3:21])([CH3:20])[CH3:19])([C:29]1[CH:30]=[CH:31][CH:32]=[CH:33][CH:34]=1)[C:23]1[CH:28]=[CH:27][CH:26]=[CH:25][CH:24]=1. The yield is 0.540. (9) The reactants are [NH2:1][C:2]1[N:6](C(OC(C)(C)C)=O)[N:5]=[C:4]([C:14]([CH3:17])([CH3:16])[CH3:15])[CH:3]=1.[N:18]1[CH:23]=[CH:22][C:21]([S:24][C:25]2[CH:26]=[C:27]([CH:29]=[CH:30][CH:31]=2)[NH2:28])=[CH:20][CH:19]=1.C(O)(=O)C[C:34](CC(O)=O)(C(O)=O)[OH:35]. The catalyst is C(Cl)Cl. The product is [C:14]([C:4]1[CH:3]=[C:2]([NH:1][C:34]([NH:28][C:27]2[CH:29]=[CH:30][CH:31]=[C:25]([S:24][C:21]3[CH:20]=[CH:19][N:18]=[CH:23][CH:22]=3)[CH:26]=2)=[O:35])[NH:6][N:5]=1)([CH3:15])([CH3:16])[CH3:17]. The yield is 0.280.